Dataset: Forward reaction prediction with 1.9M reactions from USPTO patents (1976-2016). Task: Predict the product of the given reaction. (1) Given the reactants C([O:4][C:5]([C@H:7]1[CH2:12][CH2:11][C@H:10]([C:13]2[CH:18]=[CH:17][C:16]([NH:19][C:20]([C:22]3[O:26][N:25]=[C:24]4[CH:27]=[CH:28][CH:29]=[CH:30][C:23]=34)=[O:21])=[CH:15][CH:14]=2)[CH2:9][CH2:8]1)=[O:6])(C)C.[OH-].[Na+], predict the reaction product. The product is: [N:25]1[O:26][C:22]([C:20]([NH:19][C:16]2[CH:17]=[CH:18][C:13]([C@H:10]3[CH2:9][CH2:8][C@H:7]([C:5]([OH:6])=[O:4])[CH2:12][CH2:11]3)=[CH:14][CH:15]=2)=[O:21])=[C:23]2[CH:30]=[CH:29][CH:28]=[CH:27][C:24]=12. (2) Given the reactants [NH2:1][C:2]1[CH:3]=[C:4]([C:8]2[C:9]([NH2:28])=[N:10][CH:11]=[N:12][C:13]=2[O:14][C:15]2[CH:20]=[CH:19][C:18]([O:21][C:22]3[CH:27]=[CH:26][CH:25]=[CH:24][CH:23]=3)=[CH:17][CH:16]=2)[CH:5]=[CH:6][CH:7]=1.Cl.[CH3:30][N:31]([CH3:38])[CH2:32]/[CH:33]=[CH:34]/[C:35](O)=[O:36], predict the reaction product. The product is: [NH2:28][C:9]1[C:8]([C:4]2[CH:3]=[C:2]([NH:1][C:35](=[O:36])/[CH:34]=[CH:33]/[CH2:32][N:31]([CH3:38])[CH3:30])[CH:7]=[CH:6][CH:5]=2)=[C:13]([O:14][C:15]2[CH:20]=[CH:19][C:18]([O:21][C:22]3[CH:27]=[CH:26][CH:25]=[CH:24][CH:23]=3)=[CH:17][CH:16]=2)[N:12]=[CH:11][N:10]=1. (3) Given the reactants [O:1]1[CH2:5][CH2:4][C@H:3]([O:6][C:7]2[CH:14]=[CH:13][C:10]([C:11]#[N:12])=[CH:9][C:8]=2[C:15]([F:18])([F:17])[F:16])[CH2:2]1.[NH2:19][OH:20], predict the reaction product. The product is: [OH:20][NH:19][C:11](=[NH:12])[C:10]1[CH:13]=[CH:14][C:7]([O:6][C@H:3]2[CH2:4][CH2:5][O:1][CH2:2]2)=[C:8]([C:15]([F:18])([F:16])[F:17])[CH:9]=1. (4) Given the reactants [F:1][C:2]([C:5]1[O:9][C:8]([CH2:10][N:11]2[N:15]=[C:14]([NH2:16])[CH:13]=[N:12]2)=[CH:7][CH:6]=1)([F:4])[CH3:3].[CH3:17][C:18]1[O:19][C:20]([C:26]2[CH:31]=[CH:30][CH:29]=[C:28]([O:32][C:33]([F:36])([F:35])[F:34])[CH:27]=2)=[C:21]([C:23](O)=[O:24])[N:22]=1, predict the reaction product. The product is: [F:4][C:2]([C:5]1[O:9][C:8]([CH2:10][N:11]2[N:15]=[C:14]([NH:16][C:23]([C:21]3[N:22]=[C:18]([CH3:17])[O:19][C:20]=3[C:26]3[CH:31]=[CH:30][CH:29]=[C:28]([O:32][C:33]([F:35])([F:34])[F:36])[CH:27]=3)=[O:24])[CH:13]=[N:12]2)=[CH:7][CH:6]=1)([F:1])[CH3:3]. (5) Given the reactants [NH2:1][C:2]([CH3:12])([CH3:11])[C:3]([NH:5][CH2:6][CH2:7][CH:8]([CH3:10])[CH3:9])=[O:4].CC[N:15]([CH:19]([CH3:21])C)[CH:16]([CH3:18])C.[C:22](=O)([O:33]CC1C=CN=CC=1)[O:23]C1C=CC([N+]([O-])=O)=CC=1.[ClH:42].[CH3:43][CH2:44]OCC, predict the reaction product. The product is: [ClH:42].[N:15]1[CH:16]=[CH:18][C:43]([CH2:44][N:1]([C:2]([CH3:11])([CH3:12])[C:3]([NH:5][CH2:6][CH2:7][CH:8]([CH3:9])[CH3:10])=[O:4])[C:22](=[O:23])[OH:33])=[CH:21][CH:19]=1. (6) Given the reactants [Cl:1][C:2]1[CH:3]=[C:4]([CH:8]=[CH:9][C:10]=1[C:11]([N:13]1[CH2:17][CH:16]=[CH:15][CH2:14]1)=[O:12])[C:5]([OH:7])=O.CN(C(ON1N=N[C:28]2[CH:29]=[CH:30][CH:31]=[CH:32][C:27]1=2)=[N+](C)C)C.[B-](F)(F)(F)F.[CH:40]([N:43](C(C)C)CC)(C)C.[Cl:49][C:50]1[CH:51]=[C:52]2[C:56](=[CH:57][CH:58]=1)[NH:55][C:54](NCC1C=CC=CC=1)=[CH:53]2.ClCl, predict the reaction product. The product is: [Cl:1][C:2]1[CH:3]=[C:4]([CH:8]=[CH:9][C:10]=1[C:11]([N:13]1[CH2:17][CH:16]=[CH:15][CH2:14]1)=[O:12])[C:5]([NH:43][CH:40]([C:54]1[NH:55][C:56]2[C:52]([CH:53]=1)=[CH:51][C:50]([Cl:49])=[CH:58][CH:57]=2)[C:27]1[CH:28]=[CH:29][CH:30]=[CH:31][CH:32]=1)=[O:7].